Dataset: Full USPTO retrosynthesis dataset with 1.9M reactions from patents (1976-2016). Task: Predict the reactants needed to synthesize the given product. The reactants are: [C:1]([O:5][C:6]([N:8]1[CH2:11][CH:10]([N:12]2[CH2:17][CH2:16][NH:15][C:14](=[O:18])[CH2:13]2)[CH2:9]1)=[O:7])([CH3:4])([CH3:3])[CH3:2].Br[C:20]1[N:25]=[CH:24][CH:23]=[CH:22][N:21]=1.N1C2C(=CC=C3C=2N=CC=C3)C=CC=1.[O-]P([O-])([O-])=O.[K+].[K+].[K+]. Given the product [C:1]([O:5][C:6]([N:8]1[CH2:11][CH:10]([N:12]2[CH2:17][CH2:16][N:15]([C:20]3[N:25]=[CH:24][CH:23]=[CH:22][N:21]=3)[C:14](=[O:18])[CH2:13]2)[CH2:9]1)=[O:7])([CH3:4])([CH3:2])[CH3:3], predict the reactants needed to synthesize it.